This data is from Forward reaction prediction with 1.9M reactions from USPTO patents (1976-2016). The task is: Predict the product of the given reaction. (1) Given the reactants Br[C:2]1[C:14]2[C:13]3[C:8](=[CH:9][C:10]([C:15]([OH:18])([CH3:17])[CH3:16])=[CH:11][CH:12]=3)[NH:7][C:6]=2[C:5]([C:19]([NH2:21])=[O:20])=[CH:4][C:3]=1[Cl:22].[CH3:23][O:24][C:25]1[C:34]2[N:29]([C:30](=[O:52])[N:31]([C:36]3[CH:41]=[CH:40][CH:39]=[C:38](B4OC(C)(C)C(C)(C)O4)[C:37]=3[CH3:51])[C:32](=[O:35])[CH:33]=2)[CH:28]=[CH:27][CH:26]=1.C([O-])([O-])=O.[Cs+].[Cs+], predict the reaction product. The product is: [Cl:22][C:3]1[CH:4]=[C:5]([C:19]([NH2:21])=[O:20])[C:6]2[NH:7][C:8]3[C:13]([C:14]=2[C:2]=1[C:38]1[CH:39]=[CH:40][CH:41]=[C:36]([N:31]2[C:32](=[O:35])[CH:33]=[C:34]4[C:25]([O:24][CH3:23])=[CH:26][CH:27]=[CH:28][N:29]4[C:30]2=[O:52])[C:37]=1[CH3:51])=[CH:12][CH:11]=[C:10]([C:15]([OH:18])([CH3:17])[CH3:16])[CH:9]=3. (2) Given the reactants [Cl:1][C:2]1[N:3]=[C:4](Cl)[C:5]2[CH:10]=[CH:9][N:8]([S:11]([C:14]3[CH:20]=[CH:19][C:17]([CH3:18])=[CH:16][CH:15]=3)(=[O:13])=[O:12])[C:6]=2[N:7]=1.[NH2:22][C:23]1[CH:31]=[C:30]2[C:26](C=N[NH:29]2)=[CH:25][CH:24]=1.C[CH2:33][N:34](C(C)C)C(C)C, predict the reaction product. The product is: [NH:29]1[C:30]2[CH:31]=[C:23]([NH:22][C:4]3[C:5]4[CH:10]=[CH:9][N:8]([S:11]([C:14]5[CH:20]=[CH:19][C:17]([CH3:18])=[CH:16][CH:15]=5)(=[O:13])=[O:12])[C:6]=4[N:7]=[C:2]([Cl:1])[N:3]=3)[CH:24]=[CH:25][C:26]=2[N:34]=[CH:33]1. (3) Given the reactants [Cl:1][C:2]1[CH:8]=[CH:7][C:5]([OH:6])=[CH:4][C:3]=1[OH:9].[C:10]([CH2:12][CH2:13][CH2:14][O:15][C:16]1[CH:17]=[C:18]([CH2:28][C:29]([OH:31])=O)[CH:19]=[CH:20][C:21]=1[O:22][CH2:23][CH2:24][CH2:25][C:26]#[N:27])#[N:11].P(Cl)(Cl)(Cl)(Cl)Cl.[CH3:38]N(C=O)C, predict the reaction product. The product is: [Cl:1][C:2]1[CH:8]=[C:7]2[C:5](=[CH:4][C:3]=1[OH:9])[O:6][CH:38]=[C:28]([C:18]1[CH:19]=[CH:20][C:21]([O:22][CH2:23][CH2:24][CH2:25][C:26]#[N:27])=[C:16]([O:15][CH2:14][CH2:13][CH2:12][C:10]#[N:11])[CH:17]=1)[C:29]2=[O:31].